Task: Predict which catalyst facilitates the given reaction.. Dataset: Catalyst prediction with 721,799 reactions and 888 catalyst types from USPTO (1) Reactant: Cl[C:2]1[N:7]=[C:6]([NH:8][CH:9]([C:11]2[CH:16]=[CH:15][CH:14]=[CH:13][CH:12]=2)[CH3:10])[C:5]([C:17]([NH2:19])=[O:18])=[CH:4][N:3]=1.[NH2:20][C:21]1[CH:22]=[C:23]([NH:27][C:28]([N:30]2[CH2:34][CH:33]=[CH:32][CH2:31]2)=[O:29])[CH:24]=[CH:25][CH:26]=1.C1C=CC(P(C2C(C3C(P(C4C=CC=CC=4)C4C=CC=CC=4)=CC=C4C=3C=CC=C4)=C3C(C=CC=C3)=CC=2)C2C=CC=CC=2)=CC=1.C([O-])([O-])=O.[Cs+].[Cs+]. Product: [N:30]1([C:28]([NH:27][C:23]2[CH:22]=[C:21]([NH:20][C:2]3[N:7]=[C:6]([NH:8][C@@H:9]([C:11]4[CH:16]=[CH:15][CH:14]=[CH:13][CH:12]=4)[CH3:10])[C:5]([C:17]([NH2:19])=[O:18])=[CH:4][N:3]=3)[CH:26]=[CH:25][CH:24]=2)=[O:29])[CH2:34][CH:33]=[CH:32][CH2:31]1. The catalyst class is: 231. (2) Reactant: N1C=CN=C1.[S:6]1[CH:10]=[CH:9][N:8]=[C:7]1[NH2:11].[S:12](Cl)(Cl)(=[O:14])=[O:13].Cl.[Br:18][C:19]1[CH:28]=[CH:27][CH:26]=[C:25]2[C:20]=1[CH2:21][CH2:22][NH:23][CH2:24]2.C(N(CC)CC)C.C(O)(=O)CC(CC(O)=O)(C(O)=O)O. Product: [Br:18][C:19]1[CH:28]=[CH:27][CH:26]=[C:25]2[C:20]=1[CH2:21][CH2:22][N:23]([S:12]([NH:11][C:7]1[S:6][CH:10]=[CH:9][N:8]=1)(=[O:14])=[O:13])[CH2:24]2. The catalyst class is: 2. (3) Reactant: [Br:1][C:2]1[N:16]=[C:5]2[C:6]([O:14][CH3:15])=[CH:7][C:8]([C:10]([O:12]C)=[O:11])=[CH:9][N:4]2[N:3]=1.[OH-].[Li+].Cl.[Cl-].[Na+]. Product: [Br:1][C:2]1[N:16]=[C:5]2[C:6]([O:14][CH3:15])=[CH:7][C:8]([C:10]([OH:12])=[O:11])=[CH:9][N:4]2[N:3]=1. The catalyst class is: 30. (4) Reactant: C([O:5][C:6](=O)[NH:7][C@H:8]1[CH2:13][CH2:12][C@@H:11]([N:14]2[C:19](=[O:20])[C:18]3[CH:21]=[C:22]([F:25])[CH:23]=[N:24][C:17]=3[N:16]([C:26]3[CH:31]=[CH:30][CH:29]=[C:28]([C:32]([NH:34][CH:35]4[CH:40]5[CH2:41][CH2:42][N:37]([CH2:38][CH2:39]5)[CH2:36]4)=[O:33])[CH:27]=3)[C:15]2=[O:43])[CH2:10][CH2:9]1)(C)(C)C.Cl.O1CCOCC1.[F:52][C:53]1[CH:54]=[CH:55][C:56]2[N:57]([CH:59]=[C:60](C(O)=O)[N:61]=2)[CH:58]=1.C(N(CC)C(C)C)(C)C. Product: [N:37]12[CH2:38][CH2:39][CH:40]([CH2:41][CH2:42]1)[CH:35]([NH:34][C:32]([C:28]1[CH:27]=[C:26]([N:16]3[C:17]4[N:24]=[CH:23][C:22]([F:25])=[CH:21][C:18]=4[C:19](=[O:20])[N:14]([C@@H:11]4[CH2:10][CH2:9][C@H:8]([NH:7][C:6]([C:60]5[N:61]=[C:56]6[CH:55]=[CH:54][C:53]([F:52])=[CH:58][N:57]6[CH:59]=5)=[O:5])[CH2:13][CH2:12]4)[C:15]3=[O:43])[CH:31]=[CH:30][CH:29]=1)=[O:33])[CH2:36]2. The catalyst class is: 255. (5) Reactant: [CH2:1]([CH:3]([C:6]1[C:14]2[NH:13][C:12](=[O:15])[N:11]([C:16]([O:18][C:19]([CH3:22])([CH3:21])[CH3:20])=[O:17])[C:10]=2[CH:9]=[CH:8][CH:7]=1)[CH2:4][CH3:5])[CH3:2].C(=O)([O-])[O-].[K+].[K+].Br[CH2:30][C:31]([O:33][CH:34]([CH3:36])[CH3:35])=[O:32]. Product: [CH2:1]([CH:3]([C:6]1[C:14]2[N:13]([CH2:30][C:31]([O:33][CH:34]([CH3:36])[CH3:35])=[O:32])[C:12](=[O:15])[N:11]([C:16]([O:18][C:19]([CH3:20])([CH3:22])[CH3:21])=[O:17])[C:10]=2[CH:9]=[CH:8][CH:7]=1)[CH2:4][CH3:5])[CH3:2]. The catalyst class is: 35. (6) Product: [CH:1]1([C:4]2[C:5]([O:15][C@@H:16]3[CH2:21][CH2:20][CH2:19][N:18]([C@H:22]([C:25]4[CH:30]=[C:29]([Cl:31])[CH:28]=[C:27]([Cl:32])[CH:26]=4)[CH2:23][O:24][CH3:35])[CH2:17]3)=[CH:6][C:7]([F:14])=[C:8]([CH:13]=2)[C:9]([O:11][CH3:12])=[O:10])[CH2:2][CH2:3]1. Reactant: [CH:1]1([C:4]2[C:5]([O:15][C@@H:16]3[CH2:21][CH2:20][CH2:19][N:18]([C@H:22]([C:25]4[CH:30]=[C:29]([Cl:31])[CH:28]=[C:27]([Cl:32])[CH:26]=4)[CH2:23][OH:24])[CH2:17]3)=[CH:6][C:7]([F:14])=[C:8]([CH:13]=2)[C:9]([O:11][CH3:12])=[O:10])[CH2:3][CH2:2]1.[H-].[Na+].[CH3:35]I.O. The catalyst class is: 216. (7) Reactant: [CH3:1][N+:2]1([CH3:26])[C@@H:7]2[C@@H:8]3[O:10][C@@H:9]3[C@H:3]1[CH2:4][C@@H:5]([O:11][C:12]([C:14]([OH:25])([C:20]1[S:24][CH:23]=[CH:22][CH:21]=1)[C:15]1[S:19][CH:18]=[CH:17][CH:16]=1)=[O:13])[CH2:6]2.O.[Br-].C(=O)(O)[O-].[C:33]([OH:42])(=[O:41])[C@H:34]([C@@H:36]([C:38]([OH:40])=[O:39])[OH:37])[OH:35]. Product: [CH3:1][N+:2]1([CH3:26])[C@@H:3]2[C@@H:9]3[O:10][C@@H:8]3[C@H:7]1[CH2:6][C@@H:5]([O:11][C:12]([C:14]([OH:25])([C:15]1[S:19][CH:18]=[CH:17][CH:16]=1)[C:20]1[S:24][CH:23]=[CH:22][CH:21]=1)=[O:13])[CH2:4]2.[C:38]([CH:36]([CH:34]([C:33]([O-:42])=[O:41])[OH:35])[OH:37])([O-:40])=[O:39].[CH3:1][N+:2]1([CH3:26])[C@@H:3]2[C@@H:9]3[O:10][C@@H:8]3[C@H:7]1[CH2:6][C@@H:5]([O:11][C:12]([C:14]([OH:25])([C:15]1[S:19][CH:18]=[CH:17][CH:16]=1)[C:20]1[S:24][CH:23]=[CH:22][CH:21]=1)=[O:13])[CH2:4]2. The catalyst class is: 716.